Task: Predict which catalyst facilitates the given reaction.. Dataset: Catalyst prediction with 721,799 reactions and 888 catalyst types from USPTO (1) The catalyst class is: 5. Reactant: C([O:3][C:4](=[O:31])[C:5]1[CH:10]=[CH:9][C:8]([NH:11][C:12]([C:14]2[CH:18]=[C:17]([CH3:19])[N:16]([C:20]3[CH:25]=[CH:24][CH:23]=[CH:22][C:21]=3[C:26]([F:29])([F:28])[F:27])[C:15]=2[CH3:30])=[O:13])=[CH:7][CH:6]=1)C.O.[OH-].[Li+].O.C1COCC1. Product: [CH3:30][C:15]1[N:16]([C:20]2[CH:25]=[CH:24][CH:23]=[CH:22][C:21]=2[C:26]([F:28])([F:29])[F:27])[C:17]([CH3:19])=[CH:18][C:14]=1[C:12]([NH:11][C:8]1[CH:7]=[CH:6][C:5]([C:4]([OH:31])=[O:3])=[CH:10][CH:9]=1)=[O:13]. (2) Reactant: [Si]([O:8][NH:9][C:10]([C@H:12]1[CH2:17][CH2:16][C@H:15]([N:18]2[C:22]([C:23]([F:26])([F:25])[F:24])=[C:21]([C:27]([N:29]([CH2:39][C:40]([C:42]3[C:47]([Cl:48])=[CH:46][N:45]=[CH:44][C:43]=3[Cl:49])=[O:41])[CH2:30][C:31]3[CH:36]=[C:35]([F:37])[CH:34]=[C:33]([F:38])[CH:32]=3)=[O:28])[CH:20]=[N:19]2)[CH2:14][CH2:13]1)=[O:11])(C(C)(C)C)(C)C.CCCC[N+](CCCC)(CCCC)CCCC.[F-]. Product: [Cl:49][C:43]1[CH:44]=[N:45][CH:46]=[C:47]([Cl:48])[C:42]=1[C:40](=[O:41])[CH2:39][N:29]([CH2:30][C:31]1[CH:36]=[C:35]([F:37])[CH:34]=[C:33]([F:38])[CH:32]=1)[C:27]([C:21]1[CH:20]=[N:19][N:18]([C@H:15]2[CH2:14][CH2:13][C@H:12]([C:10](=[O:11])[NH:9][OH:8])[CH2:17][CH2:16]2)[C:22]=1[C:23]([F:26])([F:24])[F:25])=[O:28]. The catalyst class is: 1. (3) Reactant: [H-].[Na+].[F:3][C:4]1[C:5]([CH2:16][N:17]([CH3:25])[C:18](=[O:24])[O:19][C:20]([CH3:23])([CH3:22])[CH3:21])=[CH:6][NH:7][C:8]=1[C:9]1[C:10]([F:15])=[N:11][CH:12]=[CH:13][CH:14]=1.C1OCCOCCOCCOCCOC1.[CH3:41][S:42]([C:45]1[CH:46]=[C:47]([S:51](Cl)(=[O:53])=[O:52])[CH:48]=[CH:49][CH:50]=1)(=[O:44])=[O:43]. Product: [F:3][C:4]1[C:5]([CH2:16][N:17]([CH3:25])[C:18](=[O:24])[O:19][C:20]([CH3:21])([CH3:22])[CH3:23])=[CH:6][N:7]([S:51]([C:47]2[CH:48]=[CH:49][CH:50]=[C:45]([S:42]([CH3:41])(=[O:44])=[O:43])[CH:46]=2)(=[O:53])=[O:52])[C:8]=1[C:9]1[C:10]([F:15])=[N:11][CH:12]=[CH:13][CH:14]=1. The catalyst class is: 30. (4) Reactant: [N:1]1[CH:6]=[CH:5][CH:4]=[CH:3][C:2]=1[NH:7][C:8]1[CH:13]=[CH:12][CH:11]=[CH:10][C:9]=1[NH2:14].[CH3:15][O:16][C:17]1[CH:27]=[CH:26][CH:25]=[CH:24][C:18]=1[CH:19]=[CH:20][C:21](Cl)=O.N1C=CC=CC=1N1C2C=CC=CC=2N=C1/C=C/C1C=CC=CC=1.[C:51]([OH:56])(=[O:55])[C:52]([OH:54])=[O:53]. Product: [C:51]([OH:56])(=[O:55])[C:52]([OH:54])=[O:53].[CH3:15][O:16][C:17]1[CH:27]=[CH:26][CH:25]=[CH:24][C:18]=1/[CH:19]=[CH:20]/[C:21]1[N:7]([C:2]2[CH:3]=[CH:4][CH:5]=[CH:6][N:1]=2)[C:8]2[CH:13]=[CH:12][CH:11]=[CH:10][C:9]=2[N:14]=1. The catalyst class is: 13.